From a dataset of Full USPTO retrosynthesis dataset with 1.9M reactions from patents (1976-2016). Predict the reactants needed to synthesize the given product. (1) The reactants are: C[O:2][C:3]1[CH:8]=[C:7]([CH2:9][NH+:10]([O-])[C:11](=[O:20])[O:12][CH2:13][C:14]2[CH:15]=[N:16][CH:17]=[CH:18][CH:19]=2)[CH:6]=[CH:5][N:4]=1.C(Cl)(=[O:24])C.CC(C)=O.O. Given the product [OH:24][N:4]1[CH:5]=[CH:6][C:7]([CH2:9][NH:10][C:11](=[O:20])[O:12][CH2:13][C:14]2[CH:15]=[N:16][CH:17]=[CH:18][CH:19]=2)=[CH:8][C:3]1=[O:2], predict the reactants needed to synthesize it. (2) Given the product [NH2:1][C:2]1[CH:7]=[C:6]([Cl:8])[CH:5]=[CH:4][C:3]=1[S:9][CH2:11][C:12]1[CH:21]=[CH:20][CH:19]=[CH:18][C:13]=1[C:14]([O:16][CH3:17])=[O:15], predict the reactants needed to synthesize it. The reactants are: [NH2:1][C:2]1[CH:7]=[C:6]([Cl:8])[CH:5]=[CH:4][C:3]=1[SH:9].Br[CH2:11][C:12]1[CH:21]=[CH:20][CH:19]=[CH:18][C:13]=1[C:14]([O:16][CH3:17])=[O:15].C([O-])([O-])=O.[K+].[K+]. (3) Given the product [CH:14]1([CH2:13][N:12]2[C:11]3[CH:20]=[CH:21][CH:22]=[CH:23][C:10]=3[N:9]=[C:8]2[C:3]2[CH:4]=[CH:5][CH:6]=[CH:7][C:2]=2[C:25]#[C:24][C:26]2[CH:31]=[CH:30][C:29]([O:32][CH3:33])=[CH:28][CH:27]=2)[CH2:19][CH2:18][CH2:17][CH2:16][CH2:15]1, predict the reactants needed to synthesize it. The reactants are: Br[C:2]1[CH:7]=[CH:6][CH:5]=[CH:4][C:3]=1[C:8]1[N:12]([CH2:13][CH:14]2[CH2:19][CH2:18][CH2:17][CH2:16][CH2:15]2)[C:11]2[CH:20]=[CH:21][CH:22]=[CH:23][C:10]=2[N:9]=1.[C:24]([C:26]1[CH:31]=[CH:30][C:29]([O:32][CH3:33])=[CH:28][CH:27]=1)#[CH:25].